This data is from Forward reaction prediction with 1.9M reactions from USPTO patents (1976-2016). The task is: Predict the product of the given reaction. (1) Given the reactants C[O:2][C:3](=[O:16])[CH2:4][O:5][C:6]1[CH:14]=[CH:13][C:12]([SH:15])=[C:11]2[C:7]=1[CH2:8][CH2:9][CH2:10]2.Cl[CH2:18][C:19]1[CH:37]=[CH:36][C:22]([O:23][CH2:24][C:25]2[CH:30]=[CH:29][C:28]([F:31])=[C:27]([C:32]([F:35])([F:34])[F:33])[CH:26]=2)=[CH:21][CH:20]=1.BrCC1C=CC(F)=C(C(F)(F)F)C=1.OCC1C=CC(O)=CC=1.ClCC1(C(F)(F)F)C=CC(OCC2C=CC=CC=2)=CC1, predict the reaction product. The product is: [F:31][C:28]1[CH:29]=[CH:30][C:25]([CH2:24][O:23][C:22]2[CH:21]=[CH:20][C:19]([CH2:18][S:15][C:12]3[CH:13]=[CH:14][C:6]([O:5][CH2:4][C:3]([OH:2])=[O:16])=[C:7]4[C:11]=3[CH2:10][CH2:9][CH2:8]4)=[CH:37][CH:36]=2)=[CH:26][C:27]=1[C:32]([F:33])([F:34])[F:35]. (2) Given the reactants [CH3:1][O:2][C:3]1[CH:8]=[C:7]([CH3:9])[C:6]([S:10](Cl)(=[O:12])=[O:11])=[C:5]([CH3:14])[C:4]=1[CH3:15].[CH3:16][C:17]1[O:21][N:20]=[C:19]([C:22]2[CH:27]=[CH:26][CH:25]=[CH:24][CH:23]=2)[C:18]=1[CH2:28][NH2:29], predict the reaction product. The product is: [CH3:1][O:2][C:3]1[CH:8]=[C:7]([CH3:9])[C:6]([S:10]([NH:29][CH2:28][C:18]2[C:19]([C:22]3[CH:27]=[CH:26][CH:25]=[CH:24][CH:23]=3)=[N:20][O:21][C:17]=2[CH3:16])(=[O:12])=[O:11])=[C:5]([CH3:14])[C:4]=1[CH3:15].